From a dataset of Catalyst prediction with 721,799 reactions and 888 catalyst types from USPTO. Predict which catalyst facilitates the given reaction. (1) Reactant: [I:1][C:2]1[CH:3]=[C:4]([N+:9]([O-])=O)[CH:5]=[C:6]([I:8])[CH:7]=1.O.O.Cl[Sn]Cl.[BH4-].[Na+].[OH-].[Na+]. Product: [I:1][C:2]1[CH:3]=[C:4]([CH:5]=[C:6]([I:8])[CH:7]=1)[NH2:9]. The catalyst class is: 14. (2) Reactant: [N:1]1[N:2]2[CH:9]=[CH:8][N:7]=[C:3]2[N:4]=[CH:5][CH:6]=1.C([O-])(=O)C.[Na+].[Br:15]Br. Product: [Br:15][C:9]1[N:2]2[N:1]=[CH:6][CH:5]=[N:4][C:3]2=[N:7][CH:8]=1. The catalyst class is: 15. (3) Reactant: [Br:1][C:2]1[CH:8]=[CH:7][C:5]([NH2:6])=[C:4]([N+:9]([O-:11])=[O:10])[C:3]=1[F:12].C(N(CC)CC)C.[F:20][C:21]([F:32])([F:31])[C:22](O[C:22](=[O:23])[C:21]([F:32])([F:31])[F:20])=[O:23]. Product: [Br:1][C:2]1[CH:8]=[CH:7][C:5]([NH:6][C:22](=[O:23])[C:21]([F:32])([F:31])[F:20])=[C:4]([N+:9]([O-:11])=[O:10])[C:3]=1[F:12]. The catalyst class is: 448. (4) Reactant: [F:1][C:2]1[CH:7]=[CH:6][C:5]([C:8]2[O:9][C:10]3[CH:20]=[C:19]([N:21]([CH2:26][CH2:27][CH:28]=[O:29])[S:22]([CH3:25])(=[O:24])=[O:23])[C:18]([C:30]4[CH:35]=[CH:34][CH:33]=[C:32]([C:36]5[O:37][C:38]6[C:39]([N:44]=5)=[N:40][CH:41]=[CH:42][CH:43]=6)[CH:31]=4)=[CH:17][C:11]=3[C:12]=2[C:13]([NH:15][CH3:16])=[O:14])=[CH:4][CH:3]=1.NS(O)(=O)=[O:47].[O-]Cl=O.[Na+]. Product: [F:1][C:2]1[CH:3]=[CH:4][C:5]([C:8]2[O:9][C:10]3[CH:20]=[C:19]([N:21]([CH2:26][CH2:27][C:28]([OH:47])=[O:29])[S:22]([CH3:25])(=[O:24])=[O:23])[C:18]([C:30]4[CH:35]=[CH:34][CH:33]=[C:32]([C:36]5[O:37][C:38]6[C:39]([N:44]=5)=[N:40][CH:41]=[CH:42][CH:43]=6)[CH:31]=4)=[CH:17][C:11]=3[C:12]=2[C:13](=[O:14])[NH:15][CH3:16])=[CH:6][CH:7]=1. The catalyst class is: 38. (5) Reactant: [CH:1]([C:3]1[CH:8]=[C:7]([O:9][CH3:10])[CH:6]=[CH:5][C:4]=1B(O)O)=[O:2].Br[C:15]1[S:16][C:17]([CH3:20])=[CH:18][N:19]=1.C([O-])([O-])=O.[K+].[K+]. Product: [CH3:10][O:9][C:7]1[CH:6]=[CH:5][C:4]([C:15]2[S:16][C:17]([CH3:20])=[CH:18][N:19]=2)=[C:3]([CH:8]=1)[CH:1]=[O:2]. The catalyst class is: 339. (6) Reactant: [CH3:1][N:2]([CH2:16][C@H:17]1[CH2:22][CH2:21][C@H:20]([CH2:23][CH2:24]OS(C)(=O)=O)[CH2:19][CH2:18]1)[S:3]([C:6]1[CH:11]=[CH:10][C:9]([C:12]([F:15])([F:14])[F:13])=[CH:8][CH:7]=1)(=[O:5])=[O:4].[NH:30]1[CH:34]=[CH:33][N:32]=[CH:31]1.[H-].[Na+]. Product: [N:30]1([CH2:24][CH2:23][C@H:20]2[CH2:21][CH2:22][C@H:17]([CH2:16][N:2]([CH3:1])[S:3]([C:6]3[CH:11]=[CH:10][C:9]([C:12]([F:15])([F:14])[F:13])=[CH:8][CH:7]=3)(=[O:5])=[O:4])[CH2:18][CH2:19]2)[CH:34]=[CH:33][N:32]=[CH:31]1. The catalyst class is: 9.